Task: Predict the reactants needed to synthesize the given product.. Dataset: Full USPTO retrosynthesis dataset with 1.9M reactions from patents (1976-2016) (1) The reactants are: [N+:1]([C:4]1[CH:5]=[CH:6][C:7]([NH:10][CH2:11][C:12]2[CH:17]=[CH:16][CH:15]=[CH:14][N:13]=2)=[N:8][CH:9]=1)([O-])=O. Given the product [N:13]1[CH:14]=[CH:15][CH:16]=[CH:17][C:12]=1[CH2:11][NH:10][C:7]1[CH:6]=[CH:5][C:4]([NH2:1])=[CH:9][N:8]=1, predict the reactants needed to synthesize it. (2) Given the product [CH2:26]([S:23]([C:4]1[C:5]([C:8]([N:10]([CH3:22])[C:11]2[CH:16]=[CH:15][C:14]([S:17][C:18]([F:21])([F:20])[F:19])=[CH:13][CH:12]=2)=[O:9])=[N:6][CH:7]=[C:2]([C:28]2[CH:33]=[CH:32][CH:31]=[CH:30][CH:29]=2)[CH:3]=1)(=[O:25])=[O:24])[CH3:27], predict the reactants needed to synthesize it. The reactants are: Cl[C:2]1[CH:3]=[C:4]([S:23]([CH2:26][CH3:27])(=[O:25])=[O:24])[C:5]([C:8]([N:10]([CH3:22])[C:11]2[CH:16]=[CH:15][C:14]([S:17][C:18]([F:21])([F:20])[F:19])=[CH:13][CH:12]=2)=[O:9])=[N:6][CH:7]=1.[C:28]1(B(O)O)[CH:33]=[CH:32][CH:31]=[CH:30][CH:29]=1.P([O-])([O-])([O-])=O.[K+].[K+].[K+].C(COC)OC.